From a dataset of Reaction yield outcomes from USPTO patents with 853,638 reactions. Predict the reaction yield, written as a fraction of the theoretical maximum amount of product (1.0 means a 100% yield; for example, 0.34 means a 34% yield). (1) The reactants are Br[CH2:2][CH2:3][CH2:4][CH2:5][CH2:6][CH2:7][Br:8].[Br:9][C:10]1[CH:22]=[CH:21][C:20]2[C:19]3[C:14](=[CH:15][C:16]([Br:23])=[CH:17][CH:18]=3)[CH2:13][C:12]=2[CH:11]=1. The catalyst is [Br-].C([N+](CCCC)(CCCC)CCCC)CCC.[OH-].[K+]. The product is [Br:9][C:10]1[CH:22]=[CH:21][C:20]2[C:19]3[C:14](=[CH:15][C:16]([Br:23])=[CH:17][CH:18]=3)[C:13]([CH2:2][CH2:3][CH2:4][CH2:5][CH2:6][CH2:7][Br:8])([CH2:2][CH2:3][CH2:4][CH2:5][CH2:6][CH2:7][Br:8])[C:12]=2[CH:11]=1. The yield is 0.800. (2) The reactants are [CH2:1]([O:3][C:4](=[O:12])[C:5]1[CH:10]=[CH:9][C:8](Br)=[CH:7][CH:6]=1)[CH3:2].[OH:13][C:14]1[CH:19]=[CH:18][CH:17]=[CH:16][N:15]=1.C(=O)([O-])[O-].[K+].[K+]. The catalyst is [Cu]I.N. The product is [O:13]=[C:14]1[CH:19]=[CH:18][CH:17]=[CH:16][N:15]1[C:8]1[CH:9]=[CH:10][C:5]([C:4]([O:3][CH2:1][CH3:2])=[O:12])=[CH:6][CH:7]=1. The yield is 0.860. (3) The reactants are [Br:1][C:2]1[S:6][C:5]([S:7](Cl)(=[O:9])=[O:8])=[CH:4][CH:3]=1.C(N(CC)CC)C.[C:18]([N:25]1[CH2:30][CH2:29][NH:28][CH2:27][CH2:26]1)([O:20][C:21]([CH3:24])([CH3:23])[CH3:22])=[O:19]. The catalyst is C1COCC1. The product is [C:21]([O:20][C:18]([N:25]1[CH2:30][CH2:29][N:28]([S:7]([C:5]2[S:6][C:2]([Br:1])=[CH:3][CH:4]=2)(=[O:9])=[O:8])[CH2:27][CH2:26]1)=[O:19])([CH3:24])([CH3:22])[CH3:23]. The yield is 0.860. (4) The reactants are [CH:1]1([C:7]2[CH:12]=[CH:11][CH:10]=[CH:9][C:8]=2[OH:13])[CH2:6][CH2:5][CH2:4][CH2:3][CH2:2]1.[BrH:14].CS(C)=O. The catalyst is C(O)(=O)C.O. The product is [Br:14][C:11]1[CH:10]=[CH:9][C:8]([OH:13])=[C:7]([CH:1]2[CH2:2][CH2:3][CH2:4][CH2:5][CH2:6]2)[CH:12]=1. The yield is 0.930. (5) The reactants are C[O:2][C:3](=O)[CH2:4][CH2:5][C:6]1[C:7](=[O:12])[N:8]([CH3:11])[CH2:9][CH:10]=1.[NH2:14][O:15][K].C(O)(=O)C. The catalyst is CO.CO.C(Cl)(Cl)Cl. The product is [OH:15][NH:14][C:3](=[O:2])[CH2:4][CH2:5][C:6]1[C:7](=[O:12])[N:8]([CH3:11])[CH2:9][CH:10]=1. The yield is 0.590. (6) The reactants are [CH3:1][O:2][C:3]1[CH:4]=[C:5]([CH2:9][CH2:10][N:11]([C:20]2[CH:25]=[CH:24][CH:23]=[CH:22][CH:21]=2)[C:12]([CH:14]2[CH2:19][CH2:18][CH2:17][CH2:16][CH2:15]2)=O)[CH:6]=[CH:7][CH:8]=1.[BH4-].[Na+]. The catalyst is O=P(Cl)(Cl)Cl.C(Cl)Cl. The product is [CH:14]1([CH:12]2[C:6]3[C:5](=[CH:4][C:3]([O:2][CH3:1])=[CH:8][CH:7]=3)[CH2:9][CH2:10][N:11]2[C:20]2[CH:25]=[CH:24][CH:23]=[CH:22][CH:21]=2)[CH2:19][CH2:18][CH2:17][CH2:16][CH2:15]1. The yield is 0.730.